Task: Predict the product of the given reaction.. Dataset: Forward reaction prediction with 1.9M reactions from USPTO patents (1976-2016) (1) Given the reactants [NH2:1][C:2]1[O:6][N:5]=[C:4]([CH3:7])[C:3]=1[Br:8].[CH3:9][O:10][C:11]1[CH:16]=[CH:15][C:14]([O:17][CH3:18])=[CH:13][C:12]=1[S:19](Cl)(=[O:21])=[O:20], predict the reaction product. The product is: [CH3:9][O:10][C:11]1[CH:16]=[CH:15][C:14]([O:17][CH3:18])=[CH:13][C:12]=1[S:19]([NH:1][C:2]1[O:6][N:5]=[C:4]([CH3:7])[C:3]=1[Br:8])(=[O:20])=[O:21]. (2) The product is: [CH2:3]([C:10](=[CH2:25])[C:11]([C:13]1([OH:1])[CH2:17][CH2:16][N:15]([C:18]2[CH:19]=[CH:20][CH:21]=[CH:22][CH:23]=2)[C:14]1=[O:24])=[O:12])[C:4]1[CH:5]=[CH:6][CH:7]=[CH:8][CH:9]=1. Given the reactants [O:1]=O.[CH2:3]([C:10](=[CH2:25])[C:11]([CH:13]1[CH2:17][CH2:16][N:15]([C:18]2[CH:23]=[CH:22][CH:21]=[CH:20][CH:19]=2)[C:14]1=[O:24])=[O:12])[C:4]1[CH:9]=[CH:8][CH:7]=[CH:6][CH:5]=1.O, predict the reaction product. (3) Given the reactants [Cl:1][C:2]1[CH:7]=[CH:6][C:5]([C:8]2([C:14]#[N:15])[CH2:13][CH2:12][NH:11][CH2:10][CH2:9]2)=[CH:4][CH:3]=1.[Cl:16][C:17]1[C:18]([C:27]2[O:28][CH:29]=[CH:30][N:31]=2)=[N:19][N:20]([CH2:23][C:24](O)=[O:25])[C:21]=1[CH3:22].CN(C(ON1N=NC2C=CC=NC1=2)=[N+](C)C)C.F[P-](F)(F)(F)(F)F, predict the reaction product. The product is: [Cl:16][C:17]1[C:18]([C:27]2[O:28][CH:29]=[CH:30][N:31]=2)=[N:19][N:20]([CH2:23][C:24]([N:11]2[CH2:12][CH2:13][C:8]([C:5]3[CH:6]=[CH:7][C:2]([Cl:1])=[CH:3][CH:4]=3)([C:14]#[N:15])[CH2:9][CH2:10]2)=[O:25])[C:21]=1[CH3:22]. (4) Given the reactants [CH:1]1([CH2:7][OH:8])[CH2:6][CH2:5][CH2:4][CH2:3][CH2:2]1.C1C=CC(P(C2C=CC=CC=2)C2C=CC=CC=2)=CC=1.O[C:29]1[CH:30]=[N:31][CH:32]=[C:33]([CH:38]=1)[C:34]([O:36][CH3:37])=[O:35].CCOC(/N=N/C(OCC)=O)=O.[OH-].[Na+], predict the reaction product. The product is: [CH:1]1([CH2:7][O:8][C:29]2[CH:30]=[N:31][CH:32]=[C:33]([CH:38]=2)[C:34]([O:36][CH3:37])=[O:35])[CH2:6][CH2:5][CH2:4][CH2:3][CH2:2]1.